From a dataset of TCR-epitope binding with 47,182 pairs between 192 epitopes and 23,139 TCRs. Binary Classification. Given a T-cell receptor sequence (or CDR3 region) and an epitope sequence, predict whether binding occurs between them. (1) The epitope is ISDYDYYRY. The TCR CDR3 sequence is CASSWEAGLNTQYF. Result: 1 (the TCR binds to the epitope). (2) The epitope is ATDALMTGY. The TCR CDR3 sequence is CASSEYPGPGANVLTF. Result: 1 (the TCR binds to the epitope). (3) The epitope is LLWNGPMAV. The TCR CDR3 sequence is CASSPGLFLSNEQFF. Result: 1 (the TCR binds to the epitope). (4) The epitope is GTSGSPIIDK. The TCR CDR3 sequence is CAYPGLYGYTF. Result: 0 (the TCR does not bind to the epitope). (5) The epitope is FIAGLIAIV. The TCR CDR3 sequence is CASTLSGGTEAFF. Result: 0 (the TCR does not bind to the epitope). (6) The epitope is ILHCANFNV. The TCR CDR3 sequence is CASTQGANTEAFF. Result: 0 (the TCR does not bind to the epitope). (7) The epitope is VLWAHGFEL. The TCR CDR3 sequence is CASSLNGNIQYF. Result: 1 (the TCR binds to the epitope). (8) The epitope is KLWAQCVQL. The TCR CDR3 sequence is CASSEDKGGGDTQYF. Result: 0 (the TCR does not bind to the epitope). (9) The epitope is GPGHKARVL. The TCR CDR3 sequence is CASSLGVFQYF. Result: 0 (the TCR does not bind to the epitope).